From a dataset of Forward reaction prediction with 1.9M reactions from USPTO patents (1976-2016). Predict the product of the given reaction. (1) Given the reactants [CH2:1]([O:3][C:4](=[O:33])[CH2:5][CH2:6][CH2:7][C:8]([N:10]([CH2:17][C:18]1[CH:19]=[C:20]([CH:30]=[CH:31][CH:32]=1)[C:21]([O:23]CC[Si](C)(C)C)=[O:22])[C:11]1[CH:12]=[N:13][CH:14]=[CH:15][CH:16]=1)=[O:9])[CH3:2].CCCC[N+](CCCC)(CCCC)CCCC.[F-], predict the reaction product. The product is: [CH2:1]([O:3][C:4](=[O:33])[CH2:5][CH2:6][CH2:7][C:8]([N:10]([CH2:17][C:18]1[CH:19]=[C:20]([CH:30]=[CH:31][CH:32]=1)[C:21]([OH:23])=[O:22])[C:11]1[CH:12]=[N:13][CH:14]=[CH:15][CH:16]=1)=[O:9])[CH3:2]. (2) Given the reactants FC(F)(F)C(O)=O.[Cl:8][C:9]1[CH:14]=[CH:13][CH:12]=[C:11]([F:15])[C:10]=1[NH:16][C:17]([C@@H:19]1[C:28]2[C:23](=[CH:24][CH:25]=[CH:26][CH:27]=2)[CH2:22][CH2:21][NH:20]1)=[O:18].[C:29]([O:33][C:34]([NH:36][C@@H:37]([CH:41]([CH3:43])[CH3:42])[C:38](O)=[O:39])=[O:35])([CH3:32])([CH3:31])[CH3:30].CN(C(ON1N=NC2C=CC=NC1=2)=[N+](C)C)C.F[P-](F)(F)(F)(F)F.CCN(C(C)C)C(C)C, predict the reaction product. The product is: [C:29]([O:33][C:34](=[O:35])[NH:36][C@H:37]([C:38]([N:20]1[CH2:21][CH2:22][C:23]2[C:28](=[CH:27][CH:26]=[CH:25][CH:24]=2)[C@H:19]1[C:17](=[O:18])[NH:16][C:10]1[C:11]([F:15])=[CH:12][CH:13]=[CH:14][C:9]=1[Cl:8])=[O:39])[CH:41]([CH3:42])[CH3:43])([CH3:30])([CH3:32])[CH3:31]. (3) Given the reactants C([C@@H]1CC[C@@H](C)C[C@H]1[O:11][C:12]([C@@H:14]1[CH2:27][C:26]2[CH:25]=[C:24]3[C:19]([O:20][C@H:21]([C:30]4[CH:35]=[CH:34][C:33]([O:36]CC5C=CC(Cl)=C(Cl)C=5)=[CH:32][CH:31]=4)[C:22](=[O:29])[N:23]3[CH3:28])=[CH:18][C:17]=2[CH2:16][N:15]1[C@H:46]([C:49]1[CH:54]=[CH:53][CH:52]=[CH:51][CH:50]=1)[CH2:47][CH3:48])=[O:13])(C)C.B(Cl)(Cl)Cl, predict the reaction product. The product is: [OH:36][C:33]1[CH:34]=[CH:35][C:30]([C@H:21]2[O:20][C:19]3[C:24](=[CH:25][C:26]4[CH2:27][C@@H:14]([C:12]([OH:13])=[O:11])[N:15]([C@H:46]([C:49]5[CH:50]=[CH:51][CH:52]=[CH:53][CH:54]=5)[CH2:47][CH3:48])[CH2:16][C:17]=4[CH:18]=3)[N:23]([CH3:28])[C:22]2=[O:29])=[CH:31][CH:32]=1. (4) Given the reactants [CH3:1][O:2][C:3](=[O:21])[CH:4]=[CH:5][C:6]1[CH:11]=[C:10]([NH2:12])[CH:9]=[CH:8][C:7]=1[O:13][C:14]1[CH:19]=[CH:18][C:17]([F:20])=[CH:16][CH:15]=1.[N:22]1[CH:27]=[CH:26][CH:25]=[C:24]([C:28](O)=[O:29])[CH:23]=1.CN(C(ON1N=NC2C=CC=NC1=2)=[N+](C)C)C.F[P-](F)(F)(F)(F)F, predict the reaction product. The product is: [CH3:1][O:2][C:3](=[O:21])[CH:4]=[CH:5][C:6]1[CH:11]=[C:10]([NH:12][C:28]([C:24]2[CH:23]=[N:22][CH:27]=[CH:26][CH:25]=2)=[O:29])[CH:9]=[CH:8][C:7]=1[O:13][C:14]1[CH:15]=[CH:16][C:17]([F:20])=[CH:18][CH:19]=1. (5) Given the reactants [NH2:1][C:2]1[CH:7]=[CH:6][C:5]([N:8]([CH2:11][CH2:12][C:13]2[CH:18]=[CH:17][CH:16]=[CH:15][N:14]=2)[CH:9]=[O:10])=[CH:4][CH:3]=1.[CH3:19][C:20]1[N:25]=[C:24]([N:26]2[CH2:31][CH2:30][CH:29]([CH3:32])[CH2:28][CH2:27]2)[C:23]([C:33](O)=[O:34])=[CH:22][N:21]=1.F[P-](F)(F)(F)(F)F.N1(O[P+](N2CCCC2)(N2CCCC2)N2CCCC2)C2C=CC=CC=2N=N1.C(N(C(C)C)CC)(C)C.Cl, predict the reaction product. The product is: [CH:9]([N:8]([CH2:11][CH2:12][C:13]1[CH:18]=[CH:17][CH:16]=[CH:15][N:14]=1)[C:5]1[CH:6]=[CH:7][C:2]([NH:1][C:33]([C:23]2[C:24]([N:26]3[CH2:31][CH2:30][CH:29]([CH3:32])[CH2:28][CH2:27]3)=[N:25][C:20]([CH3:19])=[N:21][CH:22]=2)=[O:34])=[CH:3][CH:4]=1)=[O:10].